Task: Predict the product of the given reaction.. Dataset: Forward reaction prediction with 1.9M reactions from USPTO patents (1976-2016) (1) Given the reactants [Cl:1][C:2]1[N:7]=[C:6]([NH:8][CH:9]2[CH2:14][CH2:13][N:12]([C:15]([O:17][C:18]([CH3:21])([CH3:20])[CH3:19])=[O:16])[CH2:11][CH:10]2[CH2:22][CH3:23])[C:5]([Cl:24])=[CH:4][N:3]=1.[H-].[Na+].I[CH3:28], predict the reaction product. The product is: [Cl:1][C:2]1[N:7]=[C:6]([N:8]([CH3:28])[CH:9]2[CH2:14][CH2:13][N:12]([C:15]([O:17][C:18]([CH3:19])([CH3:20])[CH3:21])=[O:16])[CH2:11][CH:10]2[CH2:22][CH3:23])[C:5]([Cl:24])=[CH:4][N:3]=1. (2) Given the reactants [N:1]1([CH2:6][CH2:7][O:8][C:9]2[CH:14]=[CH:13][C:12](I)=[CH:11][CH:10]=2)[CH2:5][CH2:4][CH2:3][CH2:2]1.[CH3:16][C:17]1([CH3:24])[C:21]([CH3:23])([CH3:22])[O:20][BH:19][O:18]1, predict the reaction product. The product is: [N:1]1([CH2:6][CH2:7][O:8][C:9]2[CH:14]=[CH:13][C:12]([B:19]3[O:20][C:21]([CH3:23])([CH3:22])[C:17]([CH3:24])([CH3:16])[O:18]3)=[CH:11][CH:10]=2)[CH2:5][CH2:4][CH2:3][CH2:2]1.